This data is from Forward reaction prediction with 1.9M reactions from USPTO patents (1976-2016). The task is: Predict the product of the given reaction. Given the reactants [CH2:1]([N:8]1[CH:12]=[CH:11][NH:10][C:9]1=[O:13])[C:2]1[CH:7]=[CH:6][CH:5]=[CH:4][CH:3]=1, predict the reaction product. The product is: [CH2:1]([N:8]1[CH2:12][CH2:11][NH:10][C:9]1=[O:13])[C:2]1[CH:3]=[CH:4][CH:5]=[CH:6][CH:7]=1.